Dataset: Catalyst prediction with 721,799 reactions and 888 catalyst types from USPTO. Task: Predict which catalyst facilitates the given reaction. (1) Reactant: [Cl:1][C:2]1[CH:7]=[CH:6][C:5]([CH:8]([C:26]2[CH:31]=[CH:30][C:29]([Cl:32])=[CH:28][CH:27]=2)[C:9]2[CH:10]=[C:11]3[C:16](=[CH:17][CH:18]=2)[N:15]=[CH:14][N:13]=[C:12]3[NH:19][CH:20]2[CH2:25][CH2:24][NH:23][CH2:22][CH2:21]2)=[CH:4][CH:3]=1.ClCCl.[Cl:36][C:37]1[CH:46]=[C:45]([S:47](Cl)(=[O:49])=[O:48])[CH:44]=[CH:43][C:38]=1[C:39]([O:41][CH3:42])=[O:40]. Product: [Cl:1][C:2]1[CH:7]=[CH:6][C:5]([CH:8]([C:26]2[CH:27]=[CH:28][C:29]([Cl:32])=[CH:30][CH:31]=2)[C:9]2[CH:10]=[C:11]3[C:16](=[CH:17][CH:18]=2)[N:15]=[CH:14][N:13]=[C:12]3[NH:19][CH:20]2[CH2:21][CH2:22][N:23]([S:47]([C:45]3[CH:44]=[CH:43][C:38]([C:39]([O:41][CH3:42])=[O:40])=[C:37]([Cl:36])[CH:46]=3)(=[O:48])=[O:49])[CH2:24][CH2:25]2)=[CH:4][CH:3]=1. The catalyst class is: 66. (2) Reactant: [S:1]1[CH:5]=[C:4]([CH2:6][NH:7][CH2:8][C:9]2[CH:10]=[C:11]3[C:15](=[CH:16][C:17]=2[NH2:18])[N:14]([C:19]([C:32]2[CH:37]=[CH:36][CH:35]=[CH:34][CH:33]=2)([C:26]2[CH:31]=[CH:30][CH:29]=[CH:28][CH:27]=2)[C:20]2[CH:25]=[CH:24][CH:23]=[CH:22][CH:21]=2)[N:13]=[C:12]3Br)[N:3]=[CH:2]1.[N:39]1[CH:44]=[CH:43][C:42](B(O)O)=[CH:41][CH:40]=1.[O:48]1CCOC[CH2:49]1.[C:54]([O-])([O-])=O.[K+].[K+]. Product: [CH3:54][C:40]1[CH:41]=[C:42]([C:12]2[C:11]3[CH:10]=[C:9]4[C:17](=[CH:16][C:15]=3[N:14]([C:19]([C:20]3[CH:25]=[CH:24][CH:23]=[CH:22][CH:21]=3)([C:26]3[CH:27]=[CH:28][CH:29]=[CH:30][CH:31]=3)[C:32]3[CH:33]=[CH:34][CH:35]=[CH:36][CH:37]=3)[N:13]=2)[NH:18][C:49](=[O:48])[N:7]([CH2:6][C:4]2[N:3]=[CH:2][S:1][CH:5]=2)[CH2:8]4)[CH:43]=[CH:44][N:39]=1. The catalyst class is: 263.